From a dataset of NCI-60 drug combinations with 297,098 pairs across 59 cell lines. Regression. Given two drug SMILES strings and cell line genomic features, predict the synergy score measuring deviation from expected non-interaction effect. (1) Drug 1: C1CC(C1)(C(=O)O)C(=O)O.[NH2-].[NH2-].[Pt+2]. Drug 2: CC1C(C(CC(O1)OC2CC(OC(C2O)C)OC3=CC4=CC5=C(C(=O)C(C(C5)C(C(=O)C(C(C)O)O)OC)OC6CC(C(C(O6)C)O)OC7CC(C(C(O7)C)O)OC8CC(C(C(O8)C)O)(C)O)C(=C4C(=C3C)O)O)O)O. Cell line: T-47D. Synergy scores: CSS=41.0, Synergy_ZIP=2.87, Synergy_Bliss=3.42, Synergy_Loewe=-32.3, Synergy_HSA=-1.44. (2) Drug 1: CC1=CC=C(C=C1)C2=CC(=NN2C3=CC=C(C=C3)S(=O)(=O)N)C(F)(F)F. Drug 2: COCCOC1=C(C=C2C(=C1)C(=NC=N2)NC3=CC=CC(=C3)C#C)OCCOC.Cl. Cell line: OVCAR-4. Synergy scores: CSS=3.80, Synergy_ZIP=-2.55, Synergy_Bliss=-2.99, Synergy_Loewe=-4.00, Synergy_HSA=-2.90.